From a dataset of Full USPTO retrosynthesis dataset with 1.9M reactions from patents (1976-2016). Predict the reactants needed to synthesize the given product. (1) Given the product [Br:1][CH2:2][CH2:3][C:4]([C:14]1[CH:19]=[CH:18][CH:17]=[CH:16][CH:15]=1)([C:8]1[CH:13]=[CH:12][CH:11]=[CH:10][CH:9]=1)[C:5]([Cl:22])=[O:6], predict the reactants needed to synthesize it. The reactants are: [Br:1][CH2:2][CH2:3][C:4]([C:14]1[CH:19]=[CH:18][CH:17]=[CH:16][CH:15]=1)([C:8]1[CH:13]=[CH:12][CH:11]=[CH:10][CH:9]=1)[C:5](O)=[O:6].S(Cl)([Cl:22])=O.CN(C)C=O. (2) Given the product [C:7]1([C:37]2[CH:38]=[CH:39][C:30]3[N:29]=[C:28]([C:21]4[NH:20][N:19]=[C:27]5[C:22]=4[CH:23]=[CH:24][CH:25]=[CH:26]5)[NH:32][C:31]=3[CH:36]=2)[CH:12]=[CH:11][CH:10]=[CH:9][CH:8]=1, predict the reactants needed to synthesize it. The reactants are: C(=O)([O-])[O-].[Na+].[Na+].[C:7]1(B(O)O)[CH:12]=[CH:11][CH:10]=[CH:9][CH:8]=1.C([N:19]1[C:27]2[C:22](=[CH:23][CH:24]=[CH:25][CH:26]=2)[C:21]([C:28]2[N:32](C(=O)C)[C:31]3[CH:36]=[CH:37][C:38](Br)=[CH:39][C:30]=3[N:29]=2)=[N:20]1)(=O)C. (3) The reactants are: [CH2:1]([OH:4])[CH2:2][OH:3].B(F)(F)F.CCOCC.[C:14]([C:22]1[CH:29]=[CH:28][C:25]([C:26]#[N:27])=[CH:24][CH:23]=1)(=O)[C:15]1[CH:20]=[CH:19][CH:18]=[CH:17][CH:16]=1. Given the product [C:15]1([C:14]2([C:22]3[CH:23]=[CH:24][C:25]([C:26]#[N:27])=[CH:28][CH:29]=3)[O:4][CH2:1][CH2:2][O:3]2)[CH:16]=[CH:17][CH:18]=[CH:19][CH:20]=1, predict the reactants needed to synthesize it. (4) Given the product [CH2:43]([NH:59][CH2:19][C:10]1[CH:9]=[CH:8][C:4]([C:5]([OH:7])=[O:6])=[C:3]([OH:2])[CH:11]=1)[CH2:44][CH2:45][CH2:46][CH2:47][CH2:48][CH2:49][CH2:50][CH2:51][CH2:52][CH2:53][CH2:54][CH2:55][CH2:56][CH2:57][CH3:58], predict the reactants needed to synthesize it. The reactants are: C[O:2][C:3]1[C:4](=[CH:8][CH:9]=[CH:10][CH:11]=1)[C:5]([OH:7])=[O:6].S(=O)(=O)(O)O.BrN1C(=O)CC[C:19]1=O.C(OOC(=O)C1C=CC=CC=1)(=O)C1C=CC=CC=1.[CH2:43]([NH2:59])[CH2:44][CH2:45][CH2:46][CH2:47][CH2:48][CH2:49][CH2:50][CH2:51][CH2:52][CH2:53][CH2:54][CH2:55][CH2:56][CH2:57][CH3:58].C(N(C(C)C)CC)(C)C. (5) Given the product [N:22]([C:31]([O:33][CH2:34][CH:35]1[C:47]2[C:42](=[CH:43][CH:44]=[CH:45][CH:46]=2)[C:41]2[C:36]1=[CH:37][CH:38]=[CH:39][CH:40]=2)=[O:32])([CH3:30])[C@H:23]([C:27]([N:1]([CH3:21])[C@H:2]([C:18]([NH2:20])=[O:19])[CH2:3][C:4]1[CH:5]=[CH:6][C:7]([O:10][CH2:11][C:12]2[CH:13]=[CH:14][CH:15]=[CH:16][CH:17]=2)=[CH:8][CH:9]=1)=[O:28])[CH:24]([CH3:26])[CH3:25], predict the reactants needed to synthesize it. The reactants are: [NH:1]([CH3:21])[C@H:2]([C:18]([NH2:20])=[O:19])[CH2:3][C:4]1[CH:9]=[CH:8][C:7]([O:10][CH2:11][C:12]2[CH:17]=[CH:16][CH:15]=[CH:14][CH:13]=2)=[CH:6][CH:5]=1.[N:22]([C:31]([O:33][CH2:34][CH:35]1[C:47]2[C:42](=[CH:43][CH:44]=[CH:45][CH:46]=2)[C:41]2[C:36]1=[CH:37][CH:38]=[CH:39][CH:40]=2)=[O:32])([CH3:30])[C@H:23]([C:27](O)=[O:28])[CH:24]([CH3:26])[CH3:25].O.